The task is: Predict the reaction yield, written as a fraction of the theoretical maximum amount of product (1.0 means a 100% yield; for example, 0.34 means a 34% yield).. This data is from Reaction yield outcomes from USPTO patents with 853,638 reactions. (1) The reactants are [NH2:1][CH:2]1[CH2:7][CH2:6][N:5]([CH2:8][CH2:9][N:10]2[C:15](=[O:16])[CH2:14][O:13][C:12]3[N:17]=[CH:18][C:19]([Br:21])=[CH:20][C:11]2=3)[CH2:4][CH2:3]1.[O:22]=[C:23]1[CH2:28][O:27][C:26]2[CH:29]=[CH:30][C:31]([CH:33]=O)=[N:32][C:25]=2[NH:24]1.C([BH3-])#N.[Na+]. No catalyst specified. The product is [Br:21][C:19]1[CH:18]=[N:17][C:12]2[O:13][CH2:14][C:15](=[O:16])[N:10]([CH2:9][CH2:8][N:5]3[CH2:4][CH2:3][CH:2]([NH:1][CH2:33][C:31]4[CH:30]=[CH:29][C:26]5[O:27][CH2:28][C:23](=[O:22])[NH:24][C:25]=5[N:32]=4)[CH2:7][CH2:6]3)[C:11]=2[CH:20]=1. The yield is 0.410. (2) The reactants are [CH:1](I)([CH3:3])[CH3:2].[Br:5][C:6]1[CH:7]=[C:8]([CH2:21][CH2:22][O:23][C:24](=[O:26])[CH3:25])[CH:9]=[C:10]([Br:20])[C:11]=1[O:12][C:13]1[CH:18]=[CH:17][C:16](=[O:19])[NH:15][N:14]=1. The yield is 0.790. No catalyst specified. The product is [Br:5][C:6]1[CH:7]=[C:8]([CH2:21][CH2:22][O:23][C:24](=[O:26])[CH3:25])[CH:9]=[C:10]([Br:20])[C:11]=1[O:12][C:13]1[CH:18]=[CH:17][C:16](=[O:19])[N:15]([CH:1]([CH3:3])[CH3:2])[N:14]=1. (3) The reactants are [Cl:1][C:2]1[CH:7]=[CH:6][C:5]([N:8]2[C:12]([CH2:13][CH:14]=[O:15])=[CH:11][C:10]([C:16]([NH:18][C:19]3[CH:24]=[CH:23][C:22]([S:25]([CH3:28])(=[O:27])=[O:26])=[CH:21][CH:20]=3)=[O:17])=[C:9]2[CH3:29])=[C:4]([C:30]([F:33])([F:32])[F:31])[CH:3]=1.P([O-])(O)(O)=[O:35].[Na+].CC(=CC)C.Cl([O-])=O.[Na+].S([O-])(O)=O.[Na+].Cl. The catalyst is C(O)(C)(C)C.O. The product is [Cl:1][C:2]1[CH:7]=[CH:6][C:5]([N:8]2[C:9]([CH3:29])=[C:10]([C:16](=[O:17])[NH:18][C:19]3[CH:24]=[CH:23][C:22]([S:25]([CH3:28])(=[O:27])=[O:26])=[CH:21][CH:20]=3)[CH:11]=[C:12]2[CH2:13][C:14]([OH:35])=[O:15])=[C:4]([C:30]([F:32])([F:31])[F:33])[CH:3]=1. The yield is 0.570. (4) The reactants are C([C:3]1[CH:4]=[C:5]2[C:9](=[CH:10][CH:11]=1)[N:8]([CH:12]1[CH2:17][CH2:16][CH2:15][CH2:14][O:13]1)[N:7]=[C:6]2[C:18]1[CH:19]=[C:20]([CH:24]=[CH:25][CH:26]=1)[C:21](O)=[O:22])#N.C1C=CC2N(O)N=[N:33][C:31]=2C=1.CCN=C=NCCCN(C)C.[C:48]([NH2:52])([CH3:51])([CH3:50])[CH3:49]. No catalyst specified. The product is [C:48]([NH:52][C:21]([C:20]1[CH:24]=[CH:25][CH:26]=[C:18]([C:6]2[C:5]3[C:9](=[CH:10][CH:11]=[CH:3][CH:4]=3)[N:8]([CH:12]3[CH2:17][CH2:16][CH:15]([C:31]#[N:33])[CH2:14][O:13]3)[N:7]=2)[CH:19]=1)=[O:22])([CH3:51])([CH3:50])[CH3:49]. The yield is 0.740. (5) The reactants are [CH3:1][O:2][C:3]1[C:23]([O:24][CH3:25])=[C:22]([O:26][CH3:27])[CH:21]=[C:20]([CH3:28])[C:4]=1[C:5]([C:7]1[C:12]([C:13]([F:16])([F:15])[F:14])=[CH:11][N+:10]([O-])=[CH:9][C:8]=1[O:18][CH3:19])=[O:6].C1(C)C=CC=CC=1.P(Br)(Br)([Br:38])=O. The catalyst is CN(C)C=O. The product is [CH3:1][O:2][C:3]1[C:23]([O:24][CH3:25])=[C:22]([O:26][CH3:27])[CH:21]=[C:20]([CH3:28])[C:4]=1[C:5]([C:7]1[C:8]([O:18][CH3:19])=[CH:9][N:10]=[C:11]([Br:38])[C:12]=1[C:13]([F:16])([F:15])[F:14])=[O:6]. The yield is 0.490. (6) The reactants are [NH2:1][C:2]1[S:6][N:5]=[C:4]([C:7]2[CH:12]=[CH:11][C:10]([N+:13]([O-:15])=O)=[CH:9][CH:8]=2)[C:3]=1[C:16]#[N:17].[OH2:18].[CH:19]([NH2:21])=O. No catalyst specified. The product is [N+:13]([C:10]1[CH:9]=[CH:8][C:7]([C:4]2[C:3]3[C:2](=[N:1][CH:19]=[N:21][C:16]=3[NH2:17])[S:6][N:5]=2)=[CH:12][CH:11]=1)([O-:15])=[O:18]. The yield is 0.840. (7) The reactants are [Cl:1][C:2]1[CH:7]=[CH:6][C:5]([C:8]2[N:9]([CH2:22][C@H:23]([OH:28])[C:24]([F:27])([F:26])[F:25])[C:10](=[O:21])[N:11]([CH2:13][C:14]3[N:18]=[C:17]([CH2:19][OH:20])[NH:16][N:15]=3)[N:12]=2)=[CH:4][CH:3]=1.[F:29][C:30]1[CH:31]=[C:32](B(O)O)[CH:33]=[CH:34][CH:35]=1.B(O)O. The product is [Cl:1][C:2]1[CH:3]=[CH:4][C:5]([C:8]2[N:9]([CH2:22][C@H:23]([OH:28])[C:24]([F:25])([F:27])[F:26])[C:10](=[O:21])[N:11]([CH2:13][C:14]3[N:18]=[C:17]([CH2:19][OH:20])[N:16]([C:34]4[CH:33]=[CH:32][CH:31]=[C:30]([F:29])[CH:35]=4)[N:15]=3)[N:12]=2)=[CH:6][CH:7]=1. The catalyst is N1C=CC=CC=1.CC(OC)(C)C.C([O-])(=O)C.[Cu+2].C([O-])(=O)C. The yield is 0.202.